The task is: Predict the reactants needed to synthesize the given product.. This data is from Full USPTO retrosynthesis dataset with 1.9M reactions from patents (1976-2016). (1) Given the product [CH:1]1([C:4]2[CH:11]=[CH:10][C:7](/[CH:8]=[N:18]/[S@:16]([C:13]([CH3:15])([CH3:14])[CH3:12])=[O:17])=[CH:6][CH:5]=2)[CH2:3][CH2:2]1, predict the reactants needed to synthesize it. The reactants are: [CH:1]1([C:4]2[CH:11]=[CH:10][C:7]([CH:8]=O)=[CH:6][CH:5]=2)[CH2:3][CH2:2]1.[CH3:12][C:13]([S@@:16]([NH2:18])=[O:17])([CH3:15])[CH3:14].CCOC(C)=O. (2) The reactants are: [OH:1][C:2]1[CH2:7][C:6]([CH:16]([CH3:18])[CH3:17])([CH2:8][CH2:9][C:10]2[S:14][CH:13]=[N:12][C:11]=2[CH3:15])[O:5][C:4](=[O:19])[CH:3]=1.[C:20]([C:24]1[CH:29]=[C:28]([CH2:30][OH:31])[C:27]([CH3:32])=[CH:26][C:25]=1[S:33]S(C1C=CC(C)=CC=1)(=O)=O)([CH3:23])([CH3:22])[CH3:21].C(=O)([O-])[O-].[K+].[K+]. Given the product [C:20]([C:24]1[CH:29]=[C:28]([CH2:30][OH:31])[C:27]([CH3:32])=[CH:26][C:25]=1[S:33][C:3]1[C:4](=[O:19])[O:5][C:6]([CH:16]([CH3:17])[CH3:18])([CH2:8][CH2:9][C:10]2[S:14][CH:13]=[N:12][C:11]=2[CH3:15])[CH2:7][C:2]=1[OH:1])([CH3:23])([CH3:22])[CH3:21], predict the reactants needed to synthesize it. (3) The reactants are: Cl[C:2]1[CH:7]=[CH:6][N:5]=[C:4]([NH2:8])[CH:3]=1.[CH2:9]([O:12][Na])[CH2:10][CH3:11].O. Given the product [CH2:9]([O:12][C:2]1[CH:7]=[CH:6][N:5]=[C:4]([NH2:8])[CH:3]=1)[CH2:10][CH3:11], predict the reactants needed to synthesize it. (4) Given the product [Cl:1][C:2]([Cl:7])([Cl:6])[CH:3]([CH:18]1[CH2:23][CH2:22][N:21]([C:24]([O:26][C:27]([CH3:30])([CH3:29])[CH3:28])=[O:25])[CH2:20][CH2:19]1)[OH:4], predict the reactants needed to synthesize it. The reactants are: [Cl:1][C:2]([Cl:7])([Cl:6])[C:3](O)=[O:4].ClC(Cl)(Cl)C([O-])=O.[Na+].C([CH:18]1[CH2:23][CH2:22][N:21]([C:24]([O:26][C:27]([CH3:30])([CH3:29])[CH3:28])=[O:25])[CH2:20][CH2:19]1)=O. (5) Given the product [CH2:30]([O:8][C:6]1[CH:7]=[C:2]([Br:1])[CH:3]=[CH:4][C:5]=1[C:9]1[N:13]([C:14]2[CH:19]=[CH:18][CH:17]=[CH:16][CH:15]=2)[C:12]2[CH:20]=[CH:21][CH:22]=[CH:23][C:11]=2[N:10]=1)[C:31]1[CH:36]=[CH:35][CH:34]=[CH:33][CH:32]=1, predict the reactants needed to synthesize it. The reactants are: [Br:1][C:2]1[CH:3]=[CH:4][C:5]([C:9]2[N:13]([C:14]3[CH:19]=[CH:18][CH:17]=[CH:16][CH:15]=3)[C:12]3[CH:20]=[CH:21][CH:22]=[CH:23][C:11]=3[N:10]=2)=[C:6]([OH:8])[CH:7]=1.C(=O)([O-])[O-].[K+].[K+].[CH2:30](Br)[C:31]1[CH:36]=[CH:35][CH:34]=[CH:33][CH:32]=1.CC(C)=O. (6) The reactants are: [Br:1][C:2]1[CH:9]=[CH:8][C:5]([CH:6]=O)=[C:4]([F:10])[CH:3]=1.[C:11]([NH:14][NH2:15])([NH2:13])=[NH:12].[ClH:16]. Given the product [ClH:16].[Br:1][C:2]1[CH:9]=[CH:8][C:5]([CH:6]=[N:15][NH:14][C:11]([NH2:13])=[NH:12])=[C:4]([F:10])[CH:3]=1, predict the reactants needed to synthesize it. (7) Given the product [ClH:16].[ClH:16].[Cl:16][C:17]1[CH:18]=[CH:19][C:20]([C:23]2[N:24]=[C:25]([NH:28][CH2:8][C:5]3[S:4][C:3]([NH:2][CH3:1])=[N:7][CH:6]=3)[S:26][CH:27]=2)=[CH:21][CH:22]=1, predict the reactants needed to synthesize it. The reactants are: [CH3:1][N:2](C1CCCCO1)[C:3]1[S:4][C:5]([CH:8]=O)=[CH:6][N:7]=1.[Cl:16][C:17]1[CH:22]=[CH:21][C:20]([C:23]2[N:24]=[C:25]([NH2:28])[S:26][CH:27]=2)=[CH:19][CH:18]=1.